This data is from Forward reaction prediction with 1.9M reactions from USPTO patents (1976-2016). The task is: Predict the product of the given reaction. (1) The product is: [CH2:1]([C:3]1[N:8]=[C:7]2[S:9][C:10]3[CH2:15][CH2:14][CH2:13][CH2:12][C:11]=3[C:6]2=[C:5]([C:16]2[CH:17]=[CH:18][C:19]([CH3:22])=[CH:20][CH:21]=2)[C:4]=1[CH:23]([CH2:29][CH2:30][CH3:31])[C:24]([OH:26])=[O:25])[CH3:2]. Given the reactants [CH2:1]([C:3]1[N:8]=[C:7]2[S:9][C:10]3[CH2:15][CH2:14][CH2:13][CH2:12][C:11]=3[C:6]2=[C:5]([C:16]2[CH:21]=[CH:20][C:19]([CH3:22])=[CH:18][CH:17]=2)[C:4]=1[CH:23]([CH2:29][CH2:30][CH3:31])[C:24]([O:26]CC)=[O:25])[CH3:2].[OH-].[Na+], predict the reaction product. (2) Given the reactants I[CH2:2][C:3]([O:5][CH2:6][CH3:7])=[O:4].[Cl:8][C:9]1[CH:14]=[CH:13][C:12]([C:15]2[S:16][CH:17]=[C:18]([CH2:20][S:21][C:22]3[C:27]([C:28]#[N:29])=[C:26]([N:30]4[CH2:35][CH2:34][CH2:33][CH2:32][CH2:31]4)[C:25]([C:36]#[N:37])=[C:24]([OH:38])[N:23]=3)[N:19]=2)=[CH:11][CH:10]=1, predict the reaction product. The product is: [Cl:8][C:9]1[CH:10]=[CH:11][C:12]([C:15]2[S:16][CH:17]=[C:18]([CH2:20][S:21][C:22]3[N:23]=[C:24]([O:38][CH2:2][C:3]([O:5][CH2:6][CH3:7])=[O:4])[C:25]([C:36]#[N:37])=[C:26]([N:30]4[CH2:31][CH2:32][CH2:33][CH2:34][CH2:35]4)[C:27]=3[C:28]#[N:29])[N:19]=2)=[CH:13][CH:14]=1. (3) Given the reactants [C:1]([O:5][C:6](=[O:31])[NH:7][C@@H:8]([CH:12]=[N:13][C:14]1[CH:19]=[C:18]([Cl:20])[CH:17]=[CH:16][C:15]=1[C:21](=[O:30])[NH:22][CH2:23][C:24]1[CH:29]=[CH:28][CH:27]=[CH:26][CH:25]=1)[CH:9]([CH3:11])[CH3:10])([CH3:4])([CH3:3])[CH3:2].O.[OH-].[Li+].Cl, predict the reaction product. The product is: [C:1]([O:5][C:6](=[O:31])[NH:7][C@@H:8]([C:12]1[N:22]([CH2:23][C:24]2[CH:25]=[CH:26][CH:27]=[CH:28][CH:29]=2)[C:21](=[O:30])[C:15]2[C:14](=[CH:19][C:18]([Cl:20])=[CH:17][CH:16]=2)[N:13]=1)[CH:9]([CH3:11])[CH3:10])([CH3:3])([CH3:4])[CH3:2]. (4) Given the reactants [Cl:1][C:2]1[CH:7]=[CH:6][C:5](B(O)O)=[CH:4][C:3]=1[C:11]([F:14])([F:13])[F:12].[C:15]([O:19][C:20](=[O:31])[NH:21][CH2:22][CH2:23][C:24]1[CH:29]=[CH:28][C:27]([OH:30])=[CH:26][CH:25]=1)([CH3:18])([CH3:17])[CH3:16].C(N(CC)CC)C.N1C=CC=CC=1, predict the reaction product. The product is: [C:15]([O:19][C:20](=[O:31])[NH:21][CH2:22][CH2:23][C:24]1[CH:29]=[CH:28][C:27]([O:30][C:5]2[CH:6]=[CH:7][C:2]([Cl:1])=[C:3]([C:11]([F:14])([F:13])[F:12])[CH:4]=2)=[CH:26][CH:25]=1)([CH3:18])([CH3:16])[CH3:17]. (5) Given the reactants COC1C=CC(P2(SP(C3C=CC(OC)=CC=3)(=S)S2)=[S:10])=CC=1.C([N:26]([C:28](=O)[C:29]1[CH:34]=[CH:33][CH:32]=[C:31]([Br:35])[CH:30]=1)[NH2:27])(=O)C.O1[CH2:42][CH2:41]OCC1, predict the reaction product. The product is: [Br:35][C:31]1[CH:30]=[C:29]([C:28]2[S:10][C:41]([CH3:42])=[N:27][N:26]=2)[CH:34]=[CH:33][CH:32]=1. (6) The product is: [CH3:38][N+:5]([CH3:4])([CH3:37])[CH2:6][C@H:7]([NH:16][C:17]([NH:19][CH2:20][CH2:21][CH2:22][CH2:23][CH2:24][CH2:25][O:26][CH2:27][CH2:28][CH2:29][CH2:30][C:31]1[CH:32]=[CH:33][CH:34]=[CH:35][CH:36]=1)=[O:18])[CH2:8][C:9]([O-:11])=[O:10]. Given the reactants C([O-])=O.[CH3:4][N+:5]([CH3:38])([CH3:37])[CH2:6][C@H:7]([NH:16][C:17]([NH:19][CH2:20][CH2:21][CH2:22][CH2:23][CH2:24][CH2:25][O:26][CH2:27][CH2:28][CH2:29][CH2:30][C:31]1[CH:36]=[CH:35][CH:34]=[CH:33][CH:32]=1)=[O:18])[CH2:8][C:9]([O:11]CC(C)C)=[O:10], predict the reaction product.